Dataset: Peptide-MHC class I binding affinity with 185,985 pairs from IEDB/IMGT. Task: Regression. Given a peptide amino acid sequence and an MHC pseudo amino acid sequence, predict their binding affinity value. This is MHC class I binding data. (1) The peptide sequence is YPKFHRSAM. The MHC is HLA-B07:02 with pseudo-sequence HLA-B07:02. The binding affinity (normalized) is 1.00. (2) The peptide sequence is VELVAEMDG. The MHC is HLA-B44:03 with pseudo-sequence HLA-B44:03. The binding affinity (normalized) is 0.0660. (3) The peptide sequence is GLKELGDWV. The MHC is HLA-A02:01 with pseudo-sequence HLA-A02:01. The binding affinity (normalized) is 0.403. (4) The peptide sequence is LIPETVPYI. The MHC is HLA-A30:02 with pseudo-sequence HLA-A30:02. The binding affinity (normalized) is 0. (5) The peptide sequence is LLRDKDGVY. The MHC is HLA-A26:02 with pseudo-sequence HLA-A26:02. The binding affinity (normalized) is 0.0847. (6) The peptide sequence is NDMISYGGGW. The MHC is HLA-B44:03 with pseudo-sequence HLA-B44:03. The binding affinity (normalized) is 0.606. (7) The peptide sequence is ILNPYMPSV. The MHC is HLA-A02:06 with pseudo-sequence HLA-A02:06. The binding affinity (normalized) is 0.852. (8) The peptide sequence is SMNYPNSYK. The MHC is HLA-B46:01 with pseudo-sequence HLA-B46:01. The binding affinity (normalized) is 0.0847. (9) The peptide sequence is CLYDSQGL. The MHC is H-2-Db with pseudo-sequence H-2-Db. The binding affinity (normalized) is 0. (10) The peptide sequence is KMARLGKGY. The MHC is HLA-A24:02 with pseudo-sequence HLA-A24:02. The binding affinity (normalized) is 0.0847.